Dataset: Catalyst prediction with 721,799 reactions and 888 catalyst types from USPTO. Task: Predict which catalyst facilitates the given reaction. (1) Product: [CH3:10][C:7]1([CH3:11])[O:6][C:5]2[CH:12]=[CH:13][C:2]([C:22](=[O:24])[CH3:23])=[CH:3][C:4]=2[CH2:9][O:8]1. Reactant: Br[C:2]1[CH:13]=[CH:12][C:5]2[O:6][C:7]([CH3:11])([CH3:10])[O:8][CH2:9][C:4]=2[CH:3]=1.C([Li])CCC.CON(C)[C:22](=[O:24])[CH3:23].Cl. The catalyst class is: 56. (2) Reactant: [N+:1]([C:4]1[CH:5]=[N:6][NH:7][CH:8]=1)([O-:3])=[O:2].[CH2:9]=[C:10]([C:12]1[CH:17]=[CH:16][CH:15]=[CH:14][CH:13]=1)[CH3:11]. Product: [N+:1]([C:4]1[CH:5]=[N:6][N:7]([C:10]([C:12]2[CH:17]=[CH:16][CH:15]=[CH:14][CH:13]=2)([CH3:11])[CH3:9])[CH:8]=1)([O-:3])=[O:2]. The catalyst class is: 26.